This data is from Full USPTO retrosynthesis dataset with 1.9M reactions from patents (1976-2016). The task is: Predict the reactants needed to synthesize the given product. (1) Given the product [C:1]([O:5][C:6](=[O:42])[CH2:7][C@H:8]([OH:9])[CH2:13][C@H:12]([OH:11])[CH2:14][CH2:15][C:16]1[N:17]([CH:37]([CH3:38])[CH3:39])[C:18]([C:34](=[O:36])[NH2:35])=[C:19]([C:28]2[CH:29]=[CH:30][CH:31]=[CH:32][CH:33]=2)[C:20]=1[C:21]1[CH:22]=[CH:23][C:24]([F:27])=[CH:25][CH:26]=1)([CH3:2])([CH3:4])[CH3:3], predict the reactants needed to synthesize it. The reactants are: [C:1]([O:5][C:6](=[O:42])[CH2:7][C@H:8]1[CH2:13][C@@H:12]([CH2:14][CH2:15][C:16]2[N:17]([CH:37]([CH3:39])[CH3:38])[C:18]([C:34](=[O:36])[NH2:35])=[C:19]([C:28]3[CH:33]=[CH:32][CH:31]=[CH:30][CH:29]=3)[C:20]=2[C:21]2[CH:26]=[CH:25][C:24]([F:27])=[CH:23][CH:22]=2)[O:11]C(C)(C)[O:9]1)([CH3:4])([CH3:3])[CH3:2]. (2) Given the product [NH:7]1[C:8]2[C:13](=[CH:12][CH:11]=[CH:10][CH:9]=2)[CH:14]=[C:6]1[CH2:4][C:17]([NH2:16])=[O:18], predict the reactants needed to synthesize it. The reactants are: C(O[C:4]([C:6]1[NH:7][C:8]2[C:13]([CH:14]=1)=[CH:12][C:11](Br)=[CH:10][CH:9]=2)=O)C.[NH3:16].[CH3:17][OH:18]. (3) Given the product [Br:1][C:2]1[CH:7]=[CH:6][C:5]([CH:8]([OH:10])[CH3:9])=[C:4]([Cl:11])[CH:3]=1, predict the reactants needed to synthesize it. The reactants are: [Br:1][C:2]1[CH:7]=[CH:6][C:5]([C:8](=[O:10])[CH3:9])=[C:4]([Cl:11])[CH:3]=1.[BH4-].[Na+].CO.[NH4+].[Cl-].